From a dataset of Forward reaction prediction with 1.9M reactions from USPTO patents (1976-2016). Predict the product of the given reaction. (1) Given the reactants [Cl:1][C:2]1[CH:11]=[CH:10][C:9]([NH2:12])=[C:8]2[C:3]=1[CH:4]=[CH:5][CH:6]=[N:7]2.[Cl:13][C:14]1[CH:19]=[CH:18][C:17]([S:20](Cl)(=[O:22])=[O:21])=[C:16]([F:24])[CH:15]=1, predict the reaction product. The product is: [Cl:13][C:14]1[CH:19]=[CH:18][C:17]([S:20]([NH:12][C:9]2[CH:10]=[CH:11][C:2]([Cl:1])=[C:3]3[C:8]=2[N:7]=[CH:6][CH:5]=[CH:4]3)(=[O:21])=[O:22])=[C:16]([F:24])[CH:15]=1. (2) The product is: [C:1]([NH:4][C:5]1[CH:10]=[C:9]([CH2:11][O:12][C:13]2[CH:21]=[CH:20][CH:19]=[CH:18][C:14]=2[C:15]([NH:31][NH:30][C:29]([NH:28][C:22]2[CH:23]=[CH:24][CH:25]=[CH:26][CH:27]=2)=[O:32])=[O:17])[CH:8]=[CH:7][N:6]=1)(=[O:3])[CH3:2]. Given the reactants [C:1]([NH:4][C:5]1[CH:10]=[C:9]([CH2:11][O:12][C:13]2[CH:21]=[CH:20][CH:19]=[CH:18][C:14]=2[C:15]([OH:17])=O)[CH:8]=[CH:7][N:6]=1)(=[O:3])[CH3:2].[C:22]1([NH:28][C:29](=[O:32])[NH:30][NH2:31])[CH:27]=[CH:26][CH:25]=[CH:24][CH:23]=1.C(N(C(C)C)CC)(C)C.CN(C(ON1N=NC2C=CC(=CC1=2)Cl)=[N+](C)C)C.F[P-](F)(F)(F)(F)F.[OH-].[Na+], predict the reaction product.